From a dataset of Forward reaction prediction with 1.9M reactions from USPTO patents (1976-2016). Predict the product of the given reaction. (1) Given the reactants [OH:1][C:2]1[CH:3]=[C:4]([CH:8]=[CH:9][C:10]=1[N+:11]([O-:13])=[O:12])[C:5](O)=[O:6].[C:14]([O-])([O-])=O.[K+].[K+].CI.CN([CH:25]=[O:26])C, predict the reaction product. The product is: [CH3:14][O:1][C:2]1[CH:3]=[C:4]([CH:8]=[CH:9][C:10]=1[N+:11]([O-:13])=[O:12])[C:5]([O:26][CH3:25])=[O:6]. (2) Given the reactants [Br:1][C:2]1[CH:3]=[C:4]2[C:9](=[O:10])[O:8][C:6](=[O:7])[C:5]2=[CH:11][CH:12]=1.[Cl-].[Al+3].[Cl-].[Cl-], predict the reaction product. The product is: [C:9]([C:4]1[CH:3]=[C:2]([Br:1])[CH:12]=[CH:11][C:5]=1[C:6]([OH:8])=[O:7])(=[O:10])[C:2]1[CH:3]=[CH:4][CH:5]=[CH:11][CH:12]=1. (3) Given the reactants [Cl:1][C:2]1[CH:3]=[C:4]([C@H:8]([O:36][CH2:37][CH2:38][CH2:39][C:40]([NH:42][CH3:43])=[O:41])[C@@H:9]2[CH2:14][CH2:13][CH2:12][N:11]([C:15]([NH:17][C@@H:18]([CH2:29][CH:30]3[CH2:35][CH2:34][CH2:33][CH2:32][CH2:31]3)[CH2:19][N:20](C)[C:21](=O)OC(C)(C)C)=[O:16])[CH2:10]2)[CH:5]=[CH:6][CH:7]=1.C(=O)(O)[O-].[Na+], predict the reaction product. The product is: [Cl:1][C:2]1[CH:3]=[C:4]([C@H:8]([O:36][CH2:37][CH2:38][CH2:39][C:40]([NH:42][CH3:43])=[O:41])[C@@H:9]2[CH2:14][CH2:13][CH2:12][N:11]([C:15]([NH:17][C@H:18]([CH2:19][NH:20][CH3:21])[CH2:29][CH:30]3[CH2:31][CH2:32][CH2:33][CH2:34][CH2:35]3)=[O:16])[CH2:10]2)[CH:5]=[CH:6][CH:7]=1.